Predict the product of the given reaction. From a dataset of Forward reaction prediction with 1.9M reactions from USPTO patents (1976-2016). Given the reactants [CH3:1][C:2]1[N:25]([CH3:26])[C:5]2[CH:6]=[C:7]([C:22]([OH:24])=O)[C:8]3[CH2:9][CH2:10][C:11]4([NH:20][C:21]=3[C:4]=2[N:3]=1)[CH2:19][C:18]1[C:13](=[CH:14][CH:15]=[CH:16][CH:17]=1)[CH2:12]4.F[B-](F)(F)F.N1(OC(N(C)C)=[N+](C)C)C2C=CC=CC=2N=N1.C(N(CC)CC)C.Cl.[F:57][CH:58]1[CH2:61][NH:60][CH2:59]1, predict the reaction product. The product is: [F:57][CH:58]1[CH2:61][N:60]([C:22]([C:7]2[C:8]3[CH2:9][CH2:10][C:11]4([NH:20][C:21]=3[C:4]3[N:3]=[C:2]([CH3:1])[N:25]([CH3:26])[C:5]=3[CH:6]=2)[CH2:19][C:18]2[C:13](=[CH:14][CH:15]=[CH:16][CH:17]=2)[CH2:12]4)=[O:24])[CH2:59]1.